The task is: Predict which catalyst facilitates the given reaction.. This data is from Catalyst prediction with 721,799 reactions and 888 catalyst types from USPTO. (1) Reactant: [CH3:1][O:2][C:3]([C:5]1[CH:15]=[CH:14][C:8]2[N:9]=[C:10]([CH2:12]O)[S:11][C:7]=2[CH:6]=1)=[O:4].P(Br)(Br)[Br:17].O. Product: [CH3:1][O:2][C:3]([C:5]1[CH:15]=[CH:14][C:8]2[N:9]=[C:10]([CH2:12][Br:17])[S:11][C:7]=2[CH:6]=1)=[O:4]. The catalyst class is: 588. (2) Reactant: [NH2:1][CH2:2][C@@H:3]1[C@@H:11]([C@@:12]2([CH3:21])[CH2:17][CH2:16][C@H:15]([OH:18])[CH2:14][C@@H:13]2[CH2:19][OH:20])[CH2:10][CH2:9][C@@:8]2([CH3:22])[C@H:4]1[CH2:5][CH2:6][C:7]2=[CH2:23].C1CN([P+](ON2N=NC3C=CC=CC2=3)(N2CCCC2)N2CCCC2)CC1.F[P-](F)(F)(F)(F)F.[N:57]1[CH:62]=[CH:61][CH:60]=[CH:59][C:58]=1[C:63](O)=[O:64].CCN(C(C)C)C(C)C. Product: [OH:18][C@H:15]1[CH2:16][CH2:17][C@@:12]([C@H:11]2[CH2:10][CH2:9][C@@:8]3([CH3:22])[C@@H:4]([CH2:5][CH2:6][C:7]3=[CH2:23])[C@@H:3]2[CH2:2][NH:1][C:63](=[O:64])[C:58]2[CH:59]=[CH:60][CH:61]=[CH:62][N:57]=2)([CH3:21])[C@@H:13]([CH2:19][OH:20])[CH2:14]1. The catalyst class is: 31.